From a dataset of Forward reaction prediction with 1.9M reactions from USPTO patents (1976-2016). Predict the product of the given reaction. (1) The product is: [NH2:1][C:2]1[N:3]=[C:4]([NH:21][C:22]2[CH:23]=[CH:24][C:25]([S:28]([NH2:29])(=[O:30])=[O:31])=[CH:26][CH:27]=2)[S:5][C:6]=1[C:7](=[O:8])[C:9]1[C:10]([F:20])=[CH:11][C:12]([NH2:16])=[CH:13][C:14]=1[F:15]. Given the reactants [NH2:1][C:2]1[N:3]=[C:4]([NH:21][C:22]2[CH:27]=[CH:26][C:25]([S:28](=[O:31])(=[O:30])[NH2:29])=[CH:24][CH:23]=2)[S:5][C:6]=1[C:7]([C:9]1[C:14]([F:15])=[CH:13][C:12]([NH:16]C(=O)C)=[CH:11][C:10]=1[F:20])=[O:8].Cl, predict the reaction product. (2) Given the reactants [F:1][C:2]1[CH:10]=[C:9]2[C:5]([C:6]([C:20]3[CH:21]=[N:22][N:23]([CH:25]4[CH2:30][CH2:29][N:28]([C:31](=[O:38])[CH2:32][CH2:33]S(C)(=O)=O)[CH2:27][CH2:26]4)[CH:24]=3)=[CH:7][N:8]2S(C2C=CC=CC=2)(=O)=O)=[CH:4][CH:3]=1.[OH-].[Na+], predict the reaction product. The product is: [F:1][C:2]1[CH:10]=[C:9]2[C:5]([C:6]([C:20]3[CH:21]=[N:22][N:23]([CH:25]4[CH2:26][CH2:27][N:28]([C:31](=[O:38])[CH:32]=[CH2:33])[CH2:29][CH2:30]4)[CH:24]=3)=[CH:7][NH:8]2)=[CH:4][CH:3]=1. (3) The product is: [CH2:16]([O:15][C@@H:6]1[C@@H:7]([O:14][CH2:16][C:17]2[CH:22]=[CH:21][CH:20]=[CH:19][CH:18]=2)[C@H:8]([O:13][CH2:16][C:17]2[CH:22]=[CH:21][CH:20]=[CH:19][CH:18]=2)[C@@H:9]([CH2:11][O:12][CH2:16][C:17]2[CH:22]=[CH:21][CH:20]=[CH:19][CH:18]=2)[O:10][C@@H:5]1[O:4][CH3:3])[C:17]1[CH:22]=[CH:21][CH:20]=[CH:19][CH:18]=1. Given the reactants [H-].[Na+].[CH3:3][O:4][C@H:5]1[O:10][C@H:9]([CH2:11][OH:12])[C@@H:8]([OH:13])[C@H:7]([OH:14])[C@H:6]1[OH:15].[CH2:16](Br)[C:17]1[CH:22]=[CH:21][CH:20]=[CH:19][CH:18]=1, predict the reaction product. (4) Given the reactants C([O:3][C:4]([C:6]1[O:14][C:13]2[C:12]([Cl:15])=[CH:11][N:10]=[CH:9][C:8]=2[C:7]=1[NH:16][C:17]1[CH:22]=[CH:21][C:20]([I:23])=[CH:19][C:18]=1[F:24])=[O:5])C.[OH-].[Na+:26], predict the reaction product. The product is: [Na+:26].[Cl:15][C:12]1[C:13]2[O:14][C:6]([C:4]([O-:5])=[O:3])=[C:7]([NH:16][C:17]3[CH:22]=[CH:21][C:20]([I:23])=[CH:19][C:18]=3[F:24])[C:8]=2[CH:9]=[N:10][CH:11]=1. (5) Given the reactants [NH2:1][C:2]1[C:3]2[C:10]([C:11]3[CH:16]=[CH:15][CH:14]=[C:13]([O:17][CH2:18][C:19]45[O:25][CH:22]([CH2:23][CH2:24]4)[CH2:21][CH2:20]5)[CH:12]=3)=[CH:9][N:8]([C@H:26]3[CH2:29][C@H:28]([CH2:30]O)[CH2:27]3)[C:4]=2[N:5]=[CH:6][N:7]=1.[NH:32]1[CH2:39][CH2:38][CH2:37][C@H:33]1[C:34]([NH2:36])=[O:35], predict the reaction product. The product is: [NH2:1][C:2]1[C:3]2[C:10]([C:11]3[CH:16]=[CH:15][CH:14]=[C:13]([O:17][CH2:18][C:19]45[O:25][CH:22]([CH2:21][CH2:20]4)[CH2:23][CH2:24]5)[CH:12]=3)=[CH:9][N:8]([C@H:26]3[CH2:29][C@H:28]([CH2:30][N:32]4[CH2:39][CH2:38][CH2:37][C@H:33]4[C:34]([NH2:36])=[O:35])[CH2:27]3)[C:4]=2[N:5]=[CH:6][N:7]=1. (6) Given the reactants [Br:1][C:2]1[NH:3][C:4](I)=[C:5]([N+:7]([O-:9])=[O:8])[N:6]=1.C(O)(C)C.C(N(CC)CC)C.[H][H], predict the reaction product. The product is: [Br:1][C:2]1[NH:3][CH:4]=[C:5]([N+:7]([O-:9])=[O:8])[N:6]=1. (7) Given the reactants [CH3:1][C:2]1[CH:3]=[C:4]([C:9]2[N:10]=[CH:11][C:12]([NH:15][C:16]([C:18]3[CH:23]=[C:22]([N:24]4[CH2:29][CH2:28][CH2:27][CH2:26][CH2:25]4)[CH:21]=[CH:20][C:19]=3[NH:30][C:31]([C:33]3[CH:34]=[C:35]([CH:47]=[CH:48][CH:49]=3)[CH2:36][S:37][CH2:38][CH2:39][C:40]([O:42]C(C)(C)C)=[O:41])=[O:32])=[O:17])=[N:13][CH:14]=2)[CH:5]=[CH:6][C:7]=1[CH3:8].FC(F)(F)C(O)=O, predict the reaction product. The product is: [CH3:1][C:2]1[CH:3]=[C:4]([C:9]2[N:10]=[CH:11][C:12]([NH:15][C:16]([C:18]3[CH:23]=[C:22]([N:24]4[CH2:29][CH2:28][CH2:27][CH2:26][CH2:25]4)[CH:21]=[CH:20][C:19]=3[NH:30][C:31]([C:33]3[CH:34]=[C:35]([CH:47]=[CH:48][CH:49]=3)[CH2:36][S:37][CH2:38][CH2:39][C:40]([OH:42])=[O:41])=[O:32])=[O:17])=[N:13][CH:14]=2)[CH:5]=[CH:6][C:7]=1[CH3:8].